This data is from Forward reaction prediction with 1.9M reactions from USPTO patents (1976-2016). The task is: Predict the product of the given reaction. (1) Given the reactants Cl[C:2]1[CH:24]=[CH:23][C:5]2[NH:6][C:7]3[N:8]=[CH:9][CH:10]=[CH:11][C:12]=3[C:13]([CH2:18][O:19][CH:20]([CH3:22])[CH3:21])([C:14]([F:17])([F:16])[CH3:15])[C:4]=2[CH:3]=1.CCOC(C)=O.CCCCCC.[CH3:37][N:38]1C(=O)CCC1, predict the reaction product. The product is: [C:37]([C:2]1[CH:24]=[CH:23][C:5]2[NH:6][C:7]3[N:8]=[CH:9][CH:10]=[CH:11][C:12]=3[C:13]([CH2:18][O:19][CH:20]([CH3:22])[CH3:21])([C:14]([F:17])([F:16])[CH3:15])[C:4]=2[CH:3]=1)#[N:38]. (2) Given the reactants Cl.[N+:2]([C:5]1[CH:6]=[C:7]([S:18]([NH2:21])(=[O:20])=[O:19])[CH:8]=[CH:9][C:10]=1[NH:11][CH:12]1[CH2:17][CH2:16][NH:15][CH2:14][CH2:13]1)([O-:4])=[O:3].C(N(CC)CC)C.Br[CH2:30][CH:31]=[CH2:32], predict the reaction product. The product is: [CH2:32]([N:15]1[CH2:16][CH2:17][CH:12]([NH:11][C:10]2[CH:9]=[CH:8][C:7]([S:18]([NH2:21])(=[O:19])=[O:20])=[CH:6][C:5]=2[N+:2]([O-:4])=[O:3])[CH2:13][CH2:14]1)[CH:31]=[CH2:30]. (3) Given the reactants [NH2:1][C:2]1[C:6]2[CH:7]=[N:8][C:9]([NH:11][C:12]([NH:14][C@@H:15]([C:17]3[CH:22]=[CH:21][CH:20]=[CH:19][CH:18]=3)[CH3:16])=[O:13])=[CH:10][C:5]=2[N:4]([C:23]([C:36]2[CH:41]=[CH:40][CH:39]=[CH:38][CH:37]=2)([C:30]2[CH:35]=[CH:34][CH:33]=[CH:32][CH:31]=2)[C:24]2[CH:29]=[CH:28][CH:27]=[CH:26][CH:25]=2)[N:3]=1.N1C=CC=CC=1.Cl[C:49]([O:51][CH3:52])=[O:50], predict the reaction product. The product is: [C:17]1([C@H:15]([NH:14][C:12](=[O:13])[NH:11][C:9]2[N:8]=[CH:7][C:6]3[C:2]([NH:1][C:49](=[O:50])[O:51][CH3:52])=[N:3][N:4]([C:23]([C:24]4[CH:25]=[CH:26][CH:27]=[CH:28][CH:29]=4)([C:36]4[CH:41]=[CH:40][CH:39]=[CH:38][CH:37]=4)[C:30]4[CH:31]=[CH:32][CH:33]=[CH:34][CH:35]=4)[C:5]=3[CH:10]=2)[CH3:16])[CH:22]=[CH:21][CH:20]=[CH:19][CH:18]=1. (4) The product is: [Cl:2][C:3]1[CH:4]=[C:5]([NH:17][C:18]2[C:27]3[C:22](=[CH:23][CH:24]=[CH:25][C:26]=3[O:28][CH2:29][C:30]([N:59]([CH:60]([CH3:62])[CH3:61])[CH3:58])=[O:32])[N:21]=[CH:20][N:19]=2)[CH:6]=[CH:7][C:8]=1[O:9][CH2:10][C:11]1[CH:16]=[CH:15][CH:14]=[CH:13][N:12]=1. Given the reactants [Na+].[Cl:2][C:3]1[CH:4]=[C:5]([NH:17][C:18]2[C:27]3[C:22](=[CH:23][CH:24]=[CH:25][C:26]=3[O:28][CH2:29][C:30]([O-:32])=O)[N:21]=[CH:20][N:19]=2)[CH:6]=[CH:7][C:8]=1[O:9][CH2:10][C:11]1[CH:16]=[CH:15][CH:14]=[CH:13][N:12]=1.CN(C(ON1N=NC2C=CC=NC1=2)=[N+](C)C)C.F[P-](F)(F)(F)(F)F.C[CH2:58][N:59](C(C)C)[CH:60]([CH3:62])[CH3:61].C(NC)(C)C, predict the reaction product. (5) Given the reactants [N:1]1[CH:6]=[CH:5][CH:4]=[C:3]([CH:7]([C:9]2[CH:14]=[CH:13][C:12]([C:15]([F:18])([F:17])[F:16])=[CH:11][CH:10]=2)[OH:8])[CH:2]=1.CN1C(C(C2C=CC=CN=2)O)=CN=C1, predict the reaction product. The product is: [N:1]1[CH:6]=[CH:5][CH:4]=[C:3]([C:7]([C:9]2[CH:14]=[CH:13][C:12]([C:15]([F:16])([F:17])[F:18])=[CH:11][CH:10]=2)=[O:8])[CH:2]=1. (6) Given the reactants [CH3:1][C@@H:2]1[O:7][C@@H:6]([O:8][CH2:9][C@H:10]2[O:15][C@@H:14]([O:16][C:17]3[CH:27]=[C:26]4[C:20]([C:21]([CH2:23][C@@H:24]([C:28]5[CH:33]=[CH:32][C:31]([O:34][CH3:35])=[C:30]([O:36][CH3:37])[CH:29]=5)[O:25]4)=[O:22])=[C:19]([OH:38])[CH:18]=3)[C@@H:13]([OH:39])[C@@H:12]([OH:40])[C@@H:11]2[OH:41])[C@H:5]([OH:42])[C@H:4]([OH:43])[C@H:3]1[OH:44].C1C2C(=CC(O)=CC=2O)O[C@H](C2C=C(O)C(O)=C(O)C=2)[C@@H]1OC(C1C=C(O)C(O)=C(O)C=1)=O, predict the reaction product. The product is: [CH3:1][C@@H:2]1[O:7][C@@H:6]([O:8][CH2:9][C@H:10]2[O:15][C@@H:14]([O:16][C:17]3[CH:18]=[C:19]([OH:38])[C:20]4[C:21](=[O:22])[CH2:23][C@@H:24]([C:28]5[CH:33]=[CH:32][C:31]([O:34][CH3:35])=[C:30]([OH:36])[CH:29]=5)[O:25][C:26]=4[CH:27]=3)[C@H:13]([OH:39])[C@@H:12]([OH:40])[C@@H:11]2[OH:41])[C@H:5]([OH:42])[C@H:4]([OH:43])[C@H:3]1[OH:44].[CH3:1][C@@H:2]1[O:7][C@@H:6]([O:8][CH2:9][C@H:10]2[O:15][C@@H:14]([O:16][C:17]3[CH:27]=[C:26]4[C:20]([C:21]([CH2:23][C@@H:24]([C:28]5[CH:33]=[CH:32][C:31]([O:34][CH3:35])=[C:30]([O:36][CH3:37])[CH:29]=5)[O:25]4)=[O:22])=[C:19]([OH:38])[CH:18]=3)[C@@H:13]([OH:39])[C@@H:12]([OH:40])[C@@H:11]2[OH:41])[C@H:5]([OH:42])[C@H:4]([OH:43])[C@H:3]1[OH:44]. (7) Given the reactants C(#[N:3])C.[Mg+2].[Br-].[Br-].[N+](C1C=CC(CO[C:16]([C:18]2[N:19]3[C@H:22](SC=2)[C@@H:21](Br)[C:20]3=[O:26])=[O:17])=CC=1)([O-])=O.C(OC(=O)C)(=O)C.[CH2:36]([N:38]([CH2:41]C)CC)[CH3:37], predict the reaction product. The product is: [CH3:41][N:38]1[C:16](=[O:17])[CH2:18][N:19]2[CH:22]=[C:21]([CH:20]=[O:26])[N:3]=[C:37]2[CH2:36]1. (8) The product is: [F:20][C:21]([F:34])([F:35])[C:22]1[CH:23]=[C:24]([NH:32][NH:33][C:10](=[O:12])[CH:9]([C:4]2[CH:5]=[CH:6][CH:7]=[CH:8][C:3]=2[CH3:2])[N:13]2[CH2:18][CH2:17][N:16]([CH3:19])[CH2:15][CH2:14]2)[CH:25]=[C:26]([C:28]([F:31])([F:29])[F:30])[CH:27]=1. Given the reactants Cl.[CH3:2][C:3]1[CH:8]=[CH:7][CH:6]=[CH:5][C:4]=1[CH:9]([N:13]1[CH2:18][CH2:17][N:16]([CH3:19])[CH2:15][CH2:14]1)[C:10]([OH:12])=O.[F:20][C:21]([F:35])([F:34])[C:22]1[CH:23]=[C:24]([NH:32][NH2:33])[CH:25]=[C:26]([C:28]([F:31])([F:30])[F:29])[CH:27]=1.CN1CCOCC1.F[P-](F)(F)(F)(F)F.N1(O[P+](N(C)C)(N(C)C)N(C)C)C2C=CC=CC=2N=N1, predict the reaction product. (9) Given the reactants P(Cl)(Cl)(Cl)=O.[CH3:6][N:7]([CH3:10])[CH:8]=O.[CH3:11][C:12]1[CH:18]=[C:17]([C:19]#[C:20][C:21]([CH3:24])([CH3:23])[CH3:22])[C:16]([CH3:25])=[CH:15][C:13]=1[NH2:14], predict the reaction product. The product is: [CH3:6][N:7]([CH3:10])[CH:8]=[N:14][C:13]1[CH:15]=[C:16]([CH3:25])[C:17]([C:19]#[C:20][C:21]([CH3:23])([CH3:22])[CH3:24])=[CH:18][C:12]=1[CH3:11]. (10) Given the reactants [NH2:1][C:2]1[CH:3]=[CH:4][C:5]([C:8]([O:10]C)=[O:9])=[N:6][CH:7]=1.[F:12][C:13]1[CH:32]=[CH:31][C:16]([O:17][C:18]2[CH:26]=[C:25]([C:27]([F:30])([F:29])[F:28])[CH:24]=[CH:23][C:19]=2[C:20](O)=[O:21])=[CH:15][CH:14]=1.CN1CCOCC1.CN(C(ON1N=NC2C=CC=NC1=2)=[N+](C)C)C.F[P-](F)(F)(F)(F)F.[OH-].[Na+], predict the reaction product. The product is: [F:12][C:13]1[CH:32]=[CH:31][C:16]([O:17][C:18]2[CH:26]=[C:25]([C:27]([F:28])([F:29])[F:30])[CH:24]=[CH:23][C:19]=2[C:20]([NH:1][C:2]2[CH:3]=[CH:4][C:5]([C:8]([OH:10])=[O:9])=[N:6][CH:7]=2)=[O:21])=[CH:15][CH:14]=1.